The task is: Regression. Given a peptide amino acid sequence and an MHC pseudo amino acid sequence, predict their binding affinity value. This is MHC class I binding data.. This data is from Peptide-MHC class I binding affinity with 185,985 pairs from IEDB/IMGT. The peptide sequence is KEHVIQNAF. The MHC is HLA-A23:01 with pseudo-sequence HLA-A23:01. The binding affinity (normalized) is 0.0854.